Dataset: Reaction yield outcomes from USPTO patents with 853,638 reactions. Task: Predict the reaction yield, written as a fraction of the theoretical maximum amount of product (1.0 means a 100% yield; for example, 0.34 means a 34% yield). (1) The reactants are FC(F)(F)C(O)=O.C(OC([CH2:15][NH:16][C:17]1[CH:18]=[C:19]([C:23]2[N:28]=[CH:27][C:26](/[CH:29]=[C:30](\[O:36][CH2:37][CH3:38])/[C:31]([O:33][CH2:34][CH3:35])=[O:32])=[CH:25][CH:24]=2)[CH:20]=[CH:21][CH:22]=1)=O)(C)(C)C.O. The catalyst is ClCCl. The product is [CH2:37]([O:36]/[C:30](=[CH:29]\[C:26]1[CH:27]=[N:28][C:23]([C:19]2[CH:20]=[CH:21][CH:22]=[C:17]([NH:16][CH3:15])[CH:18]=2)=[CH:24][CH:25]=1)/[C:31]([O:33][CH2:34][CH3:35])=[O:32])[CH3:38]. The yield is 0.860. (2) The reactants are [CH2:1]([C:3]1[CH:8]=[C:7]([O:9][CH2:10][O:11][CH2:12][CH2:13][Si:14]([CH3:17])([CH3:16])[CH3:15])[C:6]([F:18])=[CH:5][C:4]=1[C:19]1[N:24]=[C:23]([NH:25][CH2:26][C:27]2[CH:32]=[CH:31][CH:30]=[CH:29][C:28]=2[NH:33][CH3:34])[C:22]2[C:35]([C:46]([NH:48][CH3:49])=[O:47])=[N:36][N:37]([CH2:38][O:39][CH2:40][CH2:41][Si:42]([CH3:45])([CH3:44])[CH3:43])[C:21]=2[CH:20]=1)[CH3:2].[H-].[Na+].[S:52](Cl)(=[O:55])(=[O:54])[NH2:53]. The catalyst is C1COCC1. The product is [CH2:1]([C:3]1[CH:8]=[C:7]([O:9][CH2:10][O:11][CH2:12][CH2:13][Si:14]([CH3:17])([CH3:15])[CH3:16])[C:6]([F:18])=[CH:5][C:4]=1[C:19]1[N:24]=[C:23]([NH:25][CH2:26][C:27]2[CH:32]=[CH:31][CH:30]=[CH:29][C:28]=2[N:33]([CH3:34])[S:52](=[O:55])(=[O:54])[NH2:53])[C:22]2[C:35]([C:46]([NH:48][CH3:49])=[O:47])=[N:36][N:37]([CH2:38][O:39][CH2:40][CH2:41][Si:42]([CH3:45])([CH3:44])[CH3:43])[C:21]=2[CH:20]=1)[CH3:2]. The yield is 0.620. (3) The reactants are [NH2:1][C@@H:2]1[CH:7]2[CH2:8][CH2:9][N:4]([CH2:5][CH2:6]2)[C@H:3]1[CH2:10][C:11]1[CH:12]=[N:13][CH:14]=[CH:15][CH:16]=1.C(O)C.[C:20]1([CH3:47])[CH:25]=[CH:24][C:23]([C:26]([C@:28]([C:44]([OH:46])=[O:45])([OH:43])[C@:29]([C:34]([C:36]2[CH:41]=[CH:40][C:39]([CH3:42])=[CH:38][CH:37]=2)=[O:35])([OH:33])[C:30]([OH:32])=[O:31])=[O:27])=[CH:22][CH:21]=1. The catalyst is C(O)C.O. The product is [C:20]1([CH3:47])[CH:25]=[CH:24][C:23]([C:26]([C@:28]([C:44]([OH:46])=[O:45])([OH:43])[C@:29]([C:34]([C:36]2[CH:37]=[CH:38][C:39]([CH3:42])=[CH:40][CH:41]=2)=[O:35])([OH:33])[C:30]([OH:32])=[O:31])=[O:27])=[CH:22][CH:21]=1.[NH2:1][C@@H:2]1[CH:7]2[CH2:6][CH2:5][N:4]([CH2:9][CH2:8]2)[C@H:3]1[CH2:10][C:11]1[CH:12]=[N:13][CH:14]=[CH:15][CH:16]=1. The yield is 0.581. (4) The reactants are C([O:3][C:4](=[O:41])[CH2:5][N:6]([S:33]([NH:36][C:37]([CH3:40])([CH3:39])[CH3:38])(=[O:35])=[O:34])[CH2:7][C:8]1[CH:13]=[CH:12][CH:11]=[C:10]([O:14][CH2:15][CH2:16][C:17]2[N:18]=[C:19]([C:23]3[CH:28]=[CH:27][C:26]([C:29]([F:32])([F:31])[F:30])=[CH:25][CH:24]=3)[O:20][C:21]=2[CH3:22])[CH:9]=1)C.O.[OH-].[Li+]. No catalyst specified. The product is [C:37]([NH:36][S:33]([N:6]([CH2:5][C:4]([OH:41])=[O:3])[CH2:7][C:8]1[CH:13]=[CH:12][CH:11]=[C:10]([O:14][CH2:15][CH2:16][C:17]2[N:18]=[C:19]([C:23]3[CH:24]=[CH:25][C:26]([C:29]([F:30])([F:32])[F:31])=[CH:27][CH:28]=3)[O:20][C:21]=2[CH3:22])[CH:9]=1)(=[O:35])=[O:34])([CH3:40])([CH3:38])[CH3:39]. The yield is 0.990. (5) The reactants are [CH2:1]([O:3][C:4]1[CH:17]=[C:16]2[C:7]([C:8]([C:19]3[CH:20]=[CH:21][C:22](=[O:26])[N:23]([CH3:25])[CH:24]=3)=[N:9][C@H:10]3[C@@H:15]2[CH2:14][C@H:13]([OH:18])[CH2:12][CH2:11]3)=[CH:6][C:5]=1[O:27][CH3:28])[CH3:2].[C:29]([OH:38])(=[O:37])[C@@H:30]([C@H:32]([C:34]([OH:36])=[O:35])[OH:33])[OH:31]. The catalyst is CC(C)=O.C(O)(C)C. The product is [C:34]([C@@H:32]([C@H:30]([C:29]([OH:38])=[O:37])[OH:31])[OH:33])([OH:36])=[O:35].[CH2:1]([O:3][C:4]1[CH:17]=[C:16]2[C:7]([C:8]([C:19]3[CH:20]=[CH:21][C:22](=[O:26])[N:23]([CH3:25])[CH:24]=3)=[N:9][C@H:10]3[C@@H:15]2[CH2:14][C@H:13]([OH:18])[CH2:12][CH2:11]3)=[CH:6][C:5]=1[O:27][CH3:28])[CH3:2]. The yield is 0.830. (6) The reactants are [CH2:1]([N:3]1[C:8]([CH2:9][OH:10])=[CH:7][CH:6]=[CH:5][C:4]1=[O:11])[CH3:2].C(N(CC)CC)C.[CH3:19][S:20](Cl)(=[O:22])=[O:21].O. The catalyst is ClCCl. The product is [CH2:1]([N:3]1[C:8]([CH2:9][O:10][S:20]([CH3:19])(=[O:22])=[O:21])=[CH:7][CH:6]=[CH:5][C:4]1=[O:11])[CH3:2]. The yield is 1.00. (7) The reactants are [S:1]1[C:5]2[CH:6]=[CH:7][CH:8]=[CH:9][C:4]=2[C:3]([CH2:10][CH2:11][OH:12])=[CH:2]1.[C:13]1([CH3:23])[CH:18]=[CH:17][C:16]([S:19](Cl)(=[O:21])=[O:20])=[CH:15][CH:14]=1.C(N(CC)CC)C. The catalyst is C(Cl)Cl. The product is [S:1]1[C:5]2[CH:6]=[CH:7][CH:8]=[CH:9][C:4]=2[C:3]([CH2:10][CH2:11][O:12][S:19]([C:16]2[CH:17]=[CH:18][C:13]([CH3:23])=[CH:14][CH:15]=2)(=[O:21])=[O:20])=[CH:2]1. The yield is 0.940.